This data is from Catalyst prediction with 721,799 reactions and 888 catalyst types from USPTO. The task is: Predict which catalyst facilitates the given reaction. (1) Reactant: [NH:1]1[CH2:5][CH2:4][C@@H:3](O)[CH2:2]1.[C:7](O[C:7]([O:9][C:10]([CH3:13])([CH3:12])[CH3:11])=[O:8])([O:9][C:10]([CH3:13])([CH3:12])[CH3:11])=[O:8].[CH:22]([N:25](C(C)C)CC)(C)C.CS(Cl)(=O)=O.[C-]#N.[Na+]. Product: [C:10]([O:9][C:7]([N:1]1[CH2:5][CH2:4][C@H:3]([C:22]#[N:25])[CH2:2]1)=[O:8])([CH3:13])([CH3:12])[CH3:11]. The catalyst class is: 4. (2) Reactant: [Br:1][C:2]1[C:13]2[C:5](=[CH:6][C:7]([C:16]3[CH:21]=[CH:20][CH:19]=[CH:18][C:17]=3[Cl:22])=[C:8]3[C:12]=2[C:11](=[O:14])[NH:10][C:9]3=[O:15])[N:4]([CH2:23][CH2:24][CH2:25][O:26]C)[C:3]=1[CH:28]=[O:29].B(Br)(Br)Br. Product: [Br:1][C:2]1[C:13]2[C:5](=[CH:6][C:7]([C:16]3[CH:21]=[CH:20][CH:19]=[CH:18][C:17]=3[Cl:22])=[C:8]3[C:12]=2[C:11](=[O:14])[NH:10][C:9]3=[O:15])[N:4]([CH2:23][CH2:24][CH2:25][OH:26])[C:3]=1[CH2:28][OH:29]. The catalyst class is: 4. (3) Reactant: [C:1]([O:5][C:6]([C:8]1[CH:9]=[C:10]([C:22]2[CH:27]=[CH:26][CH:25]=[C:24]([F:28])[CH:23]=2)[CH:11]=[C:12]([O:14]CC2C=CC=CC=2)[CH:13]=1)=[O:7])([CH3:4])([CH3:3])[CH3:2]. Product: [C:1]([O:5][C:6]([C:8]1[CH:9]=[C:10]([C:22]2[CH:27]=[CH:26][CH:25]=[C:24]([F:28])[CH:23]=2)[CH:11]=[C:12]([OH:14])[CH:13]=1)=[O:7])([CH3:4])([CH3:2])[CH3:3]. The catalyst class is: 50. (4) Reactant: [OH:1][C:2]1[CH:11]=[CH:10][C:5]2[CH2:6][O:7][B:8]([OH:9])[C:4]=2[CH:3]=1.[H-].[Na+].Br[CH2:15][CH2:16][CH3:17].Cl. Product: [CH2:15]([O:1][C:2]1[CH:11]=[CH:10][C:5]2[CH2:6][O:7][B:8]([OH:9])[C:4]=2[CH:3]=1)[CH2:16][CH3:17]. The catalyst class is: 3. (5) Reactant: [Cl:1][C:2]1[C:7]([F:8])=[CH:6][C:5]([O:9][CH3:10])=[CH:4][C:3]=1[OH:11].C([O-])([O-])=O.[Cs+].[Cs+].[Cl:18][C:19]1[CH:20]=[C:21]([CH:24]=[C:25](F)[CH:26]=1)[C:22]#[N:23]. Product: [Cl:18][C:19]1[CH:20]=[C:21]([CH:24]=[C:25]([O:11][C:3]2[CH:4]=[C:5]([O:9][CH3:10])[CH:6]=[C:7]([F:8])[C:2]=2[Cl:1])[CH:26]=1)[C:22]#[N:23]. The catalyst class is: 296. (6) Reactant: Br[C:2]1[CH:3]=[C:4]([CH2:8][CH2:9][CH2:10][N:11]2[C:19](=[O:20])[C:18]3[NH:17][C:16]([Cl:21])=[N:15][C:14]=3[N:13]([CH2:22][CH2:23][CH2:24][CH2:25][CH3:26])[C:12]2=[O:27])[CH:5]=[CH:6][CH:7]=1.Cl.CN(C)CC(O)=O.[C:36]1([OH:42])[CH:41]=[CH:40][CH:39]=[CH:38][CH:37]=1.C(=O)([O-])[O-].[Cs+].[Cs+]. Product: [Cl:21][C:16]1[NH:17][C:18]2[C:19](=[O:20])[N:11]([CH2:10][CH2:9][CH2:8][C:4]3[CH:5]=[CH:6][CH:7]=[C:2]([O:42][C:36]4[CH:41]=[CH:40][CH:39]=[CH:38][CH:37]=4)[CH:3]=3)[C:12](=[O:27])[N:13]([CH2:22][CH2:23][CH2:24][CH2:25][CH3:26])[C:14]=2[N:15]=1. The catalyst class is: 185. (7) Reactant: [CH2:1]([O:3][C:4](=[O:25])[CH2:5][CH2:6][CH2:7][O:8][C:9]1[CH:24]=[CH:23][C:12]([CH2:13][C@@H:14]([C:16]([O:18][C:19]([CH3:22])([CH3:21])[CH3:20])=[O:17])[NH2:15])=[CH:11][CH:10]=1)[CH3:2].[CH3:26][O:27][C:28]1[CH:33]=[CH:32][C:31]([N:34]=[C:35]=[S:36])=[C:30]([N+:37]([O-])=O)[CH:29]=1. Product: [NH2:37][C:30]1[CH:29]=[C:28]([O:27][CH3:26])[CH:33]=[CH:32][C:31]=1[NH:34][C:35](=[S:36])[NH:15][C@H:14]([C:16]([O:18][C:19]([CH3:21])([CH3:20])[CH3:22])=[O:17])[CH2:13][C:12]1[CH:11]=[CH:10][C:9]([O:8][CH2:7][CH2:6][CH2:5][C:4]([O:3][CH2:1][CH3:2])=[O:25])=[CH:24][CH:23]=1. The catalyst class is: 1. (8) Reactant: [OH-].[Na+].C[O:4][C:5](=[O:41])[CH2:6][C:7]1[CH:12]=[CH:11][C:10]([C:13]2[CH:18]=[CH:17][C:16]([C:19]([CH2:38][CH3:39])([C:22]3[CH:27]=[CH:26][C:25]([CH2:28][CH2:29][C:30]4([OH:36])[CH2:35][CH2:34][CH2:33][CH2:32][CH2:31]4)=[C:24]([CH3:37])[CH:23]=3)[CH2:20][CH3:21])=[CH:15][C:14]=2[CH3:40])=[CH:9][CH:8]=1.[Cl-].[NH4+]. Product: [CH2:20]([C:19]([C:16]1[CH:17]=[CH:18][C:13]([C:10]2[CH:9]=[CH:8][C:7]([CH2:6][C:5]([OH:41])=[O:4])=[CH:12][CH:11]=2)=[C:14]([CH3:40])[CH:15]=1)([C:22]1[CH:27]=[CH:26][C:25]([CH2:28][CH2:29][C:30]2([OH:36])[CH2:35][CH2:34][CH2:33][CH2:32][CH2:31]2)=[C:24]([CH3:37])[CH:23]=1)[CH2:38][CH3:39])[CH3:21]. The catalyst class is: 111. (9) Reactant: [N+:1]([C:4]1[CH:13]=[CH:12][C:11]2[N:10]=[CH:9][CH:8]=[CH:7][C:6]=2[C:5]=1[CH:14]=[O:15])([O-:3])=[O:2].[BH4-].[Na+].CO.Cl. Product: [N+:1]([C:4]1[C:5]([CH2:14][OH:15])=[C:6]2[C:11](=[CH:12][CH:13]=1)[N:10]=[CH:9][CH:8]=[CH:7]2)([O-:3])=[O:2]. The catalyst class is: 1. (10) Reactant: [C:1]1(P(C2C=CC=CC=2)C2C=CC=CC=2)C=CC=CC=1.[C:20]([Br:24])(Br)(Br)[Br:21].C(N(CC)CC)C.[Si:32]([O:39][C:40]1[CH:47]=[CH:46][C:43](C=O)=[CH:42][CH:41]=1)([C:35]([CH3:38])([CH3:37])[CH3:36])([CH3:34])[CH3:33]. Product: [Br:21][C:20]([Br:24])=[CH:1][C:47]1[CH:46]=[CH:43][CH:42]=[CH:41][C:40]=1[O:39][Si:32]([C:35]([CH3:36])([CH3:37])[CH3:38])([CH3:33])[CH3:34]. The catalyst class is: 4.